This data is from Forward reaction prediction with 1.9M reactions from USPTO patents (1976-2016). The task is: Predict the product of the given reaction. (1) Given the reactants C[C:2]1[N:7]=[CH:6][C:5]([C:8]2[CH:13]=[CH:12][C:11]([C@@H:14]3[CH2:16][C@H:15]3[NH:17][S:18]([CH:21]([CH3:23])[CH3:22])(=[O:20])=[O:19])=[CH:10][CH:9]=2)=[CH:4][CH:3]=1.BrC1C=NC=C([F:31])C=1.CC1(C)C(C)(C)OB(C2C=CC([C@@H]3C[C@H]3NS(C(C)C)(=O)=O)=CC=2)O1.C([O-])([O-])=O.[Na+].[Na+], predict the reaction product. The product is: [F:31][C:3]1[CH:4]=[C:5]([C:8]2[CH:13]=[CH:12][C:11]([C@@H:14]3[CH2:16][C@H:15]3[NH:17][S:18]([CH:21]([CH3:23])[CH3:22])(=[O:20])=[O:19])=[CH:10][CH:9]=2)[CH:6]=[N:7][CH:2]=1. (2) The product is: [ClH:35].[F:1][C:2]1[CH:3]=[CH:4][C:5]([C:6]([NH:8][C@H:9]2[C:18]3[C:13](=[CH:14][CH:15]=[C:16]([N:19]4[CH2:20][CH2:21][NH:22][CH2:23][CH2:24]4)[CH:17]=3)[CH2:12][CH2:11][C@@H:10]2[OH:32])=[O:7])=[CH:33][CH:34]=1. Given the reactants [F:1][C:2]1[CH:34]=[CH:33][C:5]([C:6]([NH:8][C@H:9]2[C:18]3[C:13](=[CH:14][CH:15]=[C:16]([N:19]4[CH2:24][CH2:23][N:22](C(OC(C)(C)C)=O)[CH2:21][CH2:20]4)[CH:17]=3)[CH2:12][CH2:11][C@@H:10]2[OH:32])=[O:7])=[CH:4][CH:3]=1.[ClH:35], predict the reaction product. (3) Given the reactants [NH2:1][C:2]1[C:7]([N+:8]([O-:10])=[O:9])=[CH:6][C:5]([CH3:11])=[C:4]([Cl:12])[CH:3]=1.CN(C=O)C.[H-].[Na+].[H][H].Br[CH2:23][CH2:24][CH2:25][CH2:26][CH2:27][CH2:28][C:29]([O:31][CH2:32][CH3:33])=[O:30], predict the reaction product. The product is: [Cl:12][C:4]1[C:5]([CH3:11])=[CH:6][C:7]([N+:8]([O-:10])=[O:9])=[C:2]([NH:1][CH2:23][CH2:24][CH2:25][CH2:26][CH2:27][CH2:28][C:29]([O:31][CH2:32][CH3:33])=[O:30])[CH:3]=1. (4) Given the reactants [CH3:1][S:2][C:3]1[N:7]=[C:6](Cl)[S:5][N:4]=1.[CH2:9]1[O:13][CH2:12][O:11][CH:10]1[CH2:14][OH:15].[H-].[Na+].[Cl-].[Na+], predict the reaction product. The product is: [O:13]1[CH2:9][CH:10]([CH2:14][O:15][C:6]2[S:5][N:4]=[C:3]([S:2][CH3:1])[N:7]=2)[O:11][CH2:12]1. (5) Given the reactants [NH2:1][C:2]1[C:7]([N+:8]([O-:10])=[O:9])=[CH:6][C:5](Br)=[CH:4][N:3]=1.[CH3:12][C:13]1([CH3:37])[CH2:22][CH2:21][C:20]2[N:19]=[CH:18][N:17]=[C:16]([N:23]3[CH2:29][C:28]4[CH:30]=[C:31](B(O)O)[CH:32]=[CH:33][C:27]=4[O:26][CH2:25][CH2:24]3)[C:15]=2[CH2:14]1.C(N(C(C)C)CC)(C)C.O1CCOCC1, predict the reaction product. The product is: [CH3:12][C:13]1([CH3:37])[CH2:22][CH2:21][C:20]2[N:19]=[CH:18][N:17]=[C:16]([N:23]3[CH2:29][C:28]4[CH:30]=[C:31]([C:5]5[CH:6]=[C:7]([N+:8]([O-:10])=[O:9])[C:2]([NH2:1])=[N:3][CH:4]=5)[CH:32]=[CH:33][C:27]=4[O:26][CH2:25][CH2:24]3)[C:15]=2[CH2:14]1.